Predict which catalyst facilitates the given reaction. From a dataset of Catalyst prediction with 721,799 reactions and 888 catalyst types from USPTO. (1) Reactant: [CH2:1]([O:4][C:5]1[C:6]([Cl:20])=[C:7]([C:12]([C:14]2[CH:19]=[CH:18][CH:17]=[CH:16][CH:15]=2)=O)[CH:8]=[C:9]([Br:11])[CH:10]=1)[CH:2]=[CH2:3].C([SiH](CC)CC)C.OS(C(F)(F)F)(=O)=O. Product: [CH2:1]([O:4][C:5]1[CH:10]=[C:9]([Br:11])[CH:8]=[C:7]([CH2:12][C:14]2[CH:19]=[CH:18][CH:17]=[CH:16][CH:15]=2)[C:6]=1[Cl:20])[CH:2]=[CH2:3]. The catalyst class is: 67. (2) Reactant: [CH3:1][O:2][C:3](=[O:7])[C:4](Cl)=[O:5].[NH2:8][C:9]1[CH:26]=[CH:25][C:12]([O:13][CH:14]2[CH2:19][CH2:18][CH:17]([C:20]([O:22][CH2:23][CH3:24])=[O:21])[CH2:16][CH2:15]2)=[CH:11][C:10]=1[N+:27]([O-:29])=[O:28].N1C=CC=CC=1.Cl. Product: [CH3:1][O:2][C:3]([C:4]([NH:8][C:9]1[CH:26]=[CH:25][C:12]([O:13][C@H:14]2[CH2:19][CH2:18][C@H:17]([C:20]([O:22][CH2:23][CH3:24])=[O:21])[CH2:16][CH2:15]2)=[CH:11][C:10]=1[N+:27]([O-:29])=[O:28])=[O:5])=[O:7]. The catalyst class is: 91.